From a dataset of Full USPTO retrosynthesis dataset with 1.9M reactions from patents (1976-2016). Predict the reactants needed to synthesize the given product. (1) Given the product [CH3:14][C:8]1[CH:9]=[CH:10][CH:11]=[C:12]([CH2:13][Si:15]([CH2:20][CH3:21])([CH2:18][CH3:19])[CH2:16][CH3:17])[N:7]=1, predict the reactants needed to synthesize it. The reactants are: CC([O-])(C)C.[K+].[N:7]1[C:12]([CH3:13])=[CH:11][CH:10]=[CH:9][C:8]=1[CH3:14].[SiH:15]([CH2:20][CH3:21])([CH2:18][CH3:19])[CH2:16][CH3:17]. (2) Given the product [C:1]([C:9]1[C:19]([C:18]([O:17][CH2:15][CH3:16])=[O:23])=[N:20][O:11][C:10]=1[OH:12])(=[O:8])[C:2]1[CH:3]=[CH:4][CH:5]=[CH:6][CH:7]=1, predict the reactants needed to synthesize it. The reactants are: [C:1]([CH2:9][C:10]([O:12]CC)=[O:11])(=[O:8])[C:2]1[CH:7]=[CH:6][CH:5]=[CH:4][CH:3]=1.[CH2:15]([O:17][C:18](=[O:23])[C:19](Cl)=[N:20]O)[CH3:16].Cl. (3) Given the product [C:18]([Si:22]([CH3:55])([CH3:56])[O:23][CH2:24][CH2:25][N:26]([CH2:53][CH3:54])[CH2:27][CH2:28][CH2:29][CH2:30][CH2:31][C@H:32]1[CH2:33][CH2:34][C@H:35]([N+:38]([O-:5])([CH3:52])[S:39]([C:42]2[CH:47]=[CH:46][C:45]([C:48]([F:50])([F:51])[F:49])=[CH:44][CH:43]=2)(=[O:41])=[O:40])[CH2:36][CH2:37]1)([CH3:19])([CH3:20])[CH3:21], predict the reactants needed to synthesize it. The reactants are: OO.NC(N)=[O:5].C1(=O)OC(=O)C2=CC=CC=C12.[C:18]([Si:22]([CH3:56])([CH3:55])[O:23][CH2:24][CH2:25][N:26]([CH2:53][CH3:54])[CH2:27][CH2:28][CH2:29][CH2:30][CH2:31][C@H:32]1[CH2:37][CH2:36][C@H:35]([N:38]([CH3:52])[S:39]([C:42]2[CH:47]=[CH:46][C:45]([C:48]([F:51])([F:50])[F:49])=[CH:44][CH:43]=2)(=[O:41])=[O:40])[CH2:34][CH2:33]1)([CH3:21])([CH3:20])[CH3:19]. (4) Given the product [CH3:21][C:17]([N:14]1[CH2:13][CH2:12][NH:11][CH2:16][CH2:15]1)([CH3:20])[CH2:18][OH:19], predict the reactants needed to synthesize it. The reactants are: C(OC([N:11]1[CH2:16][CH2:15][N:14]([C:17]([CH3:21])([CH3:20])[CH2:18][OH:19])[CH2:13][CH2:12]1)=O)C1C=CC=CC=1. (5) Given the product [CH3:49][C@H:50]1[C@:56]2([CH3:64])[CH2:57][C@H:58]([C:61]([CH3:63])=[CH2:62])[CH2:59][CH2:60][C:55]2=[CH:54][C:52](=[O:53])[CH2:51]1.[CH3:49][C@H:50]1[C@:56]2([CH3:64])[CH2:57][C@H:58]([C:61]([CH3:63])=[CH2:62])[CH2:59][CH2:60][C:55]2=[CH:54][CH2:52][CH2:51]1, predict the reactants needed to synthesize it. The reactants are: CC(CO)=CCCC1(C)C(=C)C2CC1CC2.CC1(C)C(=C)[C@@H]2[C@]3([C@@H](CO)CC2)C[C@H]1CC3.C[C@@H]1[C@@H]2C[C@H]3CC[C@]2(C)[C@](O)(C3(C)C)CC1.[CH3:49][C@H:50]1[C@:56]2([CH3:64])[CH2:57][C@H:58]([C:61]([CH3:63])=[CH2:62])[CH2:59][CH2:60][C:55]2=[CH:54][C:52](=[O:53])[CH2:51]1. (6) Given the product [C:1]([O:5][C:6]([NH:8][C@H:9]1[C@@H:13]2[C@@H:14]3[C@@:27]([CH3:30])([CH2:28][CH2:29][C@@:12]2([C:46]([OH:48])=[O:47])[CH2:11][CH2:10]1)[C@@:26]1([CH3:31])[C@@H:17]([C@:18]2([CH3:45])[C@@H:23]([CH2:24][CH2:25]1)[C:22]([CH3:33])([CH3:32])[C:21]([C:34]1[CH2:39][CH2:38][CH:37]([C:40]([O:42][CH2:43][CH3:44])=[O:41])[CH2:36][CH:35]=1)=[CH:20][CH2:19]2)[CH2:16][CH2:15]3)=[O:7])([CH3:2])([CH3:3])[CH3:4], predict the reactants needed to synthesize it. The reactants are: [C:1]([O:5][C:6]([NH:8][C@H:9]1[C@@H:13]2[C@@H:14]3[C@@:27]([CH3:30])([CH2:28][CH2:29][C@@:12]2([C:46]([O:48]CC2C=CC=CC=2)=[O:47])[CH2:11][CH2:10]1)[C@@:26]1([CH3:31])[C@@H:17]([C@:18]2([CH3:45])[C@@H:23]([CH2:24][CH2:25]1)[C:22]([CH3:33])([CH3:32])[C:21]([C:34]1[CH2:39][CH2:38][CH:37]([C:40]([O:42][CH2:43][CH3:44])=[O:41])[CH2:36][CH:35]=1)=[CH:20][CH2:19]2)[CH2:16][CH2:15]3)=[O:7])([CH3:4])([CH3:3])[CH3:2].C([SiH](C)C)(C)(C)C.C(N(CC)CC)C.CCCC[N+](CCCC)(CCCC)CCCC.[F-]. (7) Given the product [CH2:1]([C:8]1[O:12][N:11]=[C:10]([C:13]([NH:31][CH2:30][CH2:29][C:23]2[C:22]3[C:26](=[CH:27][CH:28]=[C:20]([Cl:19])[CH:21]=3)[NH:25][CH:24]=2)=[O:15])[N:9]=1)[C:2]1[CH:3]=[CH:4][CH:5]=[CH:6][CH:7]=1, predict the reactants needed to synthesize it. The reactants are: [CH2:1]([C:8]1[O:12][N:11]=[C:10]([C:13]([O:15]CC)=O)[N:9]=1)[C:2]1[CH:7]=[CH:6][CH:5]=[CH:4][CH:3]=1.Cl.[Cl:19][C:20]1[CH:21]=[C:22]2[C:26](=[CH:27][CH:28]=1)[NH:25][CH:24]=[C:23]2[CH2:29][CH2:30][NH2:31].CN(C(ON1N=NC2C=CC=NC1=2)=[N+](C)C)C.F[P-](F)(F)(F)(F)F.C(N(CC)C(C)C)(C)C. (8) Given the product [CH2:1]([O:4][C:5]1[CH:33]=[CH:32][C:8]([CH2:9][C:10]2[CH:11]=[C:12]([C@@:17]34[O:18][C@@:19]([CH2:28][OH:29])([CH2:26][O:27]3)[C@@H:20]([OH:25])[C@H:21]([OH:24])[C@H:22]4[OH:23])[CH:13]=[CH:14][C:15]=2[Cl:16])=[CH:7][CH:6]=1)[CH:2]=[CH2:3], predict the reactants needed to synthesize it. The reactants are: [CH2:1]([O:4][C:5]1[CH:33]=[CH:32][C:8]([CH2:9][C:10]2[CH:11]=[C:12]([C@@:17]3(OC)[C@H:22]([OH:23])[C@@H:21]([OH:24])[C@H:20]([OH:25])[C:19]([CH2:28][OH:29])([CH2:26][OH:27])[O:18]3)[CH:13]=[CH:14][C:15]=2[Cl:16])=[CH:7][CH:6]=1)[CH:2]=[CH2:3].FC(F)(F)C(O)=O.